Task: Predict the reactants needed to synthesize the given product.. Dataset: Full USPTO retrosynthesis dataset with 1.9M reactions from patents (1976-2016) (1) Given the product [CH2:1]([O:8][CH2:9][CH:10]([NH:24][S:36]([C:29]1[C:30]2[C:35](=[CH:34][CH:33]=[CH:32][CH:31]=2)[C:26]([CH3:25])=[CH:27][CH:28]=1)(=[O:38])=[O:37])[CH:11]1[CH2:12][CH2:13][N:14]([C:17]([O:19][C:20]([CH3:21])([CH3:23])[CH3:22])=[O:18])[CH2:15][CH2:16]1)[C:2]1[CH:7]=[CH:6][CH:5]=[CH:4][CH:3]=1, predict the reactants needed to synthesize it. The reactants are: [CH2:1]([O:8][CH2:9][CH:10]([NH2:24])[CH:11]1[CH2:16][CH2:15][N:14]([C:17]([O:19][C:20]([CH3:23])([CH3:22])[CH3:21])=[O:18])[CH2:13][CH2:12]1)[C:2]1[CH:7]=[CH:6][CH:5]=[CH:4][CH:3]=1.[CH3:25][C:26]1[C:35]2[C:30](=[CH:31][CH:32]=[CH:33][CH:34]=2)[C:29]([S:36](Cl)(=[O:38])=[O:37])=[CH:28][CH:27]=1. (2) Given the product [CH3:26][C:27]([CH3:31])([CH3:30])[CH2:28][NH:29][C:2]1[CH:3]=[C:4]([C:11]2[N:18]3[C:14]([O:15][CH:16]=[CH:17]3)=[N:13][C:12]=2[C:19]2[CH:20]=[CH:21][C:22]([F:25])=[CH:23][CH:24]=2)[CH:5]=[CH:6][C:7]=1[N+:8]([O-:10])=[O:9], predict the reactants needed to synthesize it. The reactants are: F[C:2]1[CH:3]=[C:4]([C:11]2[N:18]3[C:14]([O:15][CH:16]=[CH:17]3)=[N:13][C:12]=2[C:19]2[CH:24]=[CH:23][C:22]([F:25])=[CH:21][CH:20]=2)[CH:5]=[CH:6][C:7]=1[N+:8]([O-:10])=[O:9].[CH3:26][C:27]([CH3:31])([CH3:30])[CH2:28][NH2:29]. (3) The reactants are: [C:1]([C:4]1[C:12]2[C:7](=[CH:8][CH:9]=[CH:10][CH:11]=2)[N:6]([CH2:13][C:14]([OH:16])=O)[N:5]=1)(=[O:3])[NH2:2].FC(F)(F)C(O)=O.[F:24][C:25]1[C:30]([O:31][C:32]([F:35])([F:34])[F:33])=[CH:29][CH:28]=[CH:27][C:26]=1[NH:36][C:37]([C@@H:39]1[CH2:44][C@@H:43]2[C@@H:41]([CH2:42]2)[NH:40]1)=[O:38].CCN(C(C)C)C(C)C.CN(C(ON1N=NC2C=CC=CC1=2)=[N+](C)C)C.F[P-](F)(F)(F)(F)F. Given the product [F:24][C:25]1[C:30]([O:31][C:32]([F:35])([F:33])[F:34])=[CH:29][CH:28]=[CH:27][C:26]=1[NH:36][C:37]([C@@H:39]1[CH2:44][C@@H:43]2[C@@H:41]([CH2:42]2)[N:40]1[C:14](=[O:16])[CH2:13][N:6]1[C:7]2[C:12](=[CH:11][CH:10]=[CH:9][CH:8]=2)[C:4]([C:1]([NH2:2])=[O:3])=[N:5]1)=[O:38], predict the reactants needed to synthesize it. (4) The reactants are: C[O:2][C:3](=[O:21])[CH2:4][CH2:5][C:6]1[CH:11]=[CH:10][C:9]([O:12][C:13]2[CH:18]=[CH:17][CH:16]=[CH:15][C:14]=2Br)=[CH:8][C:7]=1[CH3:20].[Cl:22][C:23]1[CH:28]=[CH:27][C:26]([OH:29])=[C:25]([O:30][C:31]2[CH:36]=[CH:35][CH:34]=[CH:33][CH:32]=2)[CH:24]=1. Given the product [Cl:22][C:23]1[CH:28]=[CH:27][C:26]([O:29][C:14]2[CH:15]=[CH:16][CH:17]=[CH:18][C:13]=2[O:12][C:9]2[CH:10]=[CH:11][C:6]([CH2:5][CH2:4][C:3]([OH:2])=[O:21])=[C:7]([CH3:20])[CH:8]=2)=[C:25]([O:30][C:31]2[CH:36]=[CH:35][CH:34]=[CH:33][CH:32]=2)[CH:24]=1, predict the reactants needed to synthesize it. (5) Given the product [OH:36][CH2:35][C@@H:31]1[CH2:32][CH2:33][CH2:34][N:30]1[CH2:7][CH2:8][CH2:9][NH:10][C:11]([C:13]1[CH:21]=[C:20]2[C:16]([CH:17]=[CH:18][NH:19]2)=[C:15]([Br:22])[CH:14]=1)=[O:12], predict the reactants needed to synthesize it. The reactants are: CS(Cl)(=O)=O.O[CH2:7][CH2:8][CH2:9][NH:10][C:11]([C:13]1[CH:21]=[C:20]2[C:16]([CH:17]=[CH:18][NH:19]2)=[C:15]([Br:22])[CH:14]=1)=[O:12].C(N(CC)CC)C.[NH:30]1[CH2:34][CH2:33][CH2:32][C@H:31]1[CH2:35][OH:36]. (6) The reactants are: [Br:1][C:2]1[CH:39]=[CH:38][C:5]2[N:6]=[C:7]([NH:9][C@H:10]([C:31]([O:33]C(C)(C)C)=[O:32])[CH2:11][C:12]3[CH:17]=[CH:16][C:15]([O:18][CH2:19][CH2:20][CH2:21][C:22](=[O:30])[NH:23][C:24]4[NH:25][CH2:26][CH2:27][CH2:28][N:29]=4)=[CH:14][CH:13]=3)[S:8][C:4]=2[CH:3]=1.C(O)(C(F)(F)F)=O. Given the product [Br:1][C:2]1[CH:39]=[CH:38][C:5]2[N:6]=[C:7]([NH:9][C@H:10]([C:31]([OH:33])=[O:32])[CH2:11][C:12]3[CH:17]=[CH:16][C:15]([O:18][CH2:19][CH2:20][CH2:21][C:22](=[O:30])[NH:23][C:24]4[NH:25][CH2:26][CH2:27][CH2:28][N:29]=4)=[CH:14][CH:13]=3)[S:8][C:4]=2[CH:3]=1, predict the reactants needed to synthesize it.